This data is from Full USPTO retrosynthesis dataset with 1.9M reactions from patents (1976-2016). The task is: Predict the reactants needed to synthesize the given product. (1) Given the product [Br:1][C:2]1[CH:10]=[CH:9][CH:8]=[C:7]2[C:3]=1[CH:4]=[C:5]([Cl:21])[NH:6]2, predict the reactants needed to synthesize it. The reactants are: [Br:1][C:2]1[CH:10]=[CH:9][CH:8]=[C:7]2[C:3]=1[CH:4]=[C:5]([Cl:21])[N:6]2S(C1C=CC(C)=CC=1)(=O)=O.[OH-].[Na+].Cl. (2) Given the product [NH2:26][C:25]1[N:24]([CH3:23])[C:28](=[O:31])[C:10]([C:7]2[CH:6]=[CH:5][C:4]([O:3][CH:2]([F:1])[F:21])=[CH:9][CH:8]=2)([C:11]2[CH:13]=[CH:14][CH:15]=[C:16]([CH3:17])[CH:34]=2)[N:27]=1, predict the reactants needed to synthesize it. The reactants are: [F:1][CH:2]([F:21])[O:3][C:4]1[CH:9]=[CH:8][C:7]([C:10](=O)[C:11]([C:13]2[CH:14]=[C:15](C)[CH:16]=[CH:17]C=2)=O)=[CH:6][CH:5]=1.Cl.[CH3:23][NH:24][C:25]([NH2:27])=[NH:26].[C:28]([O-:31])([O-])=O.[Na+].[Na+].[CH3:34]CO. (3) Given the product [CH2:1]([N:8]1[C:16]2[C:11](=[CH:12][C:13]([NH:17][C:18]3[C:27]4[C:22](=[CH:23][CH:24]=[C:25]([C:34]5[O:35][C:36]([CH:39]6[O:43][CH2:42][CH2:41][O:40]6)=[CH:37][CH:38]=5)[CH:26]=4)[N:21]=[CH:20][N:19]=3)=[CH:14][CH:15]=2)[CH:10]=[N:9]1)[C:2]1[CH:7]=[CH:6][CH:5]=[CH:4][CH:3]=1, predict the reactants needed to synthesize it. The reactants are: [CH2:1]([N:8]1[C:16]2[C:11](=[CH:12][C:13]([NH:17][C:18]3[C:27]4[C:22](=[CH:23][CH:24]=[C:25](Br)[CH:26]=4)[N:21]=[CH:20][N:19]=3)=[CH:14][CH:15]=2)[CH:10]=[N:9]1)[C:2]1[CH:7]=[CH:6][CH:5]=[CH:4][CH:3]=1.C([Sn](CCCC)(CCCC)[C:34]1[O:35][C:36]([CH:39]2[O:43][CH2:42][CH2:41][O:40]2)=[CH:37][CH:38]=1)CCC. (4) Given the product [C:1]([O:5][C:6]([NH:8][C@@H:9]([CH2:18]/[CH:19]=[CH:20]/[C:21]1[CH:26]=[CH:25][C:24]([B:27]2[O:31][C:30]([CH3:33])([CH3:32])[C:29]([CH3:35])([CH3:34])[O:28]2)=[CH:23][C:22]=1[CH3:37])[C:10]([O:12][CH:13]1[CH2:17][CH2:16][CH2:15][CH2:14]1)=[O:11])=[O:7])([CH3:4])([CH3:2])[CH3:3], predict the reactants needed to synthesize it. The reactants are: [C:1]([O:5][C:6]([NH:8][C@@H:9]([CH2:18]/[CH:19]=[CH:20]/[C:21]1[CH:26]=[CH:25][C:24]([B:27]2[O:31][C:30]([CH3:33])([CH3:32])[C:29]([CH3:35])([CH3:34])[O:28]2)=[CH:23][CH:22]=1)[C:10]([O:12][CH:13]1[CH2:17][CH2:16][CH2:15][CH2:14]1)=[O:11])=[O:7])([CH3:4])([CH3:3])[CH3:2].Br[C:37]1C=CC(I)=C(C)C=1. (5) Given the product [F:24][C:19]1[CH:18]=[C:17]([CH:22]=[CH:21][C:20]=1[F:23])[CH2:16][NH:15][C:13]([C:12]1[C:11]2[C:6](=[CH:7][C:8]([O:25][CH:26]([CH3:27])[CH3:28])=[CH:9][CH:10]=2)[N:5]([CH2:29][C:30]2[CH:35]=[CH:34][CH:33]=[CH:32][N:31]=2)[C:4]=1/[C:1](=[N:38]/[O:37][CH3:36])/[CH3:2])=[O:14], predict the reactants needed to synthesize it. The reactants are: [C:1]([C:4]1[N:5]([CH2:29][C:30]2[CH:35]=[CH:34][CH:33]=[CH:32][N:31]=2)[C:6]2[C:11]([C:12]=1[C:13]([NH:15][CH2:16][C:17]1[CH:22]=[CH:21][C:20]([F:23])=[C:19]([F:24])[CH:18]=1)=[O:14])=[CH:10][CH:9]=[C:8]([O:25][CH:26]([CH3:28])[CH3:27])[CH:7]=2)(=O)[CH3:2].[CH3:36][O:37][NH2:38].Cl. (6) Given the product [Cl:17][C:14]1[CH:15]=[CH:16][C:11]([NH:10][C:6]2[C:7]([O:8][CH3:9])=[C:2]([N:20]3[CH2:25][CH2:24][NH:23][CH2:22][CH2:21]3)[N:3]=[C:4]([C:18]#[N:19])[N:5]=2)=[CH:12][CH:13]=1, predict the reactants needed to synthesize it. The reactants are: Cl[C:2]1[C:7]([O:8][CH3:9])=[C:6]([NH:10][C:11]2[CH:16]=[CH:15][C:14]([Cl:17])=[CH:13][CH:12]=2)[N:5]=[C:4]([C:18]#[N:19])[N:3]=1.[NH:20]1[CH2:25][CH2:24][NH:23][CH2:22][CH2:21]1. (7) Given the product [CH2:1]([C@H:3]1[N:12]([CH:13]([CH3:14])[CH3:15])[C:11]2[N:10]=[C:9]([NH:16][C:17]3[CH:18]=[CH:19][C:20]([C:26]([NH:62][CH2:63][C@@H:64]([OH:73])[CH2:65][N:66]4[CH2:67][CH2:68][N:69]([CH3:72])[CH2:70][CH2:71]4)=[O:27])=[C:21]4[C:25]=3[O:24][CH2:23][CH2:22]4)[N:8]=[CH:7][C:6]=2[N:5]([CH3:29])[C:4]1=[O:30])[CH3:2], predict the reactants needed to synthesize it. The reactants are: [CH2:1]([C@H:3]1[N:12]([CH:13]([CH3:15])[CH3:14])[C:11]2[N:10]=[C:9]([NH:16][C:17]3[CH:18]=[CH:19][C:20]([C:26](O)=[O:27])=[C:21]4[C:25]=3[O:24][CH2:23][CH2:22]4)[N:8]=[CH:7][C:6]=2[N:5]([CH3:29])[C:4]1=[O:30])[CH3:2].F[B-](F)(F)F.N1(OC(N(C)C)=[N+](C)C)C2C=CC=CC=2N=N1.C(N(C(C)C)CC)(C)C.[NH2:62][CH2:63][C@@H:64]([OH:73])[CH2:65][N:66]1[CH2:71][CH2:70][N:69]([CH3:72])[CH2:68][CH2:67]1.C(=O)([O-])[O-].[Na+].[Na+]. (8) Given the product [Cl:24][C:9]1[CH:8]=[C:7]2[C:12]([CH:13]=[C:14]([C:15]3[CH:20]=[CH:19][C:18]([F:21])=[C:17]([O:22][CH3:23])[CH:16]=3)[N:5]([CH2:4][C:3]([NH:30][CH:28]([CH3:29])[CH3:27])=[O:2])[C:6]2=[O:25])=[CH:11][CH:10]=1, predict the reactants needed to synthesize it. The reactants are: C[O:2][C:3](=O)[CH2:4][N:5]1[C:14]([C:15]2[CH:20]=[CH:19][C:18]([F:21])=[C:17]([O:22][CH3:23])[CH:16]=2)=[CH:13][C:12]2[C:7](=[CH:8][C:9]([Cl:24])=[CH:10][CH:11]=2)[C:6]1=[O:25].[CH3:27][CH:28]([NH2:30])[CH3:29]. (9) Given the product [CH2:1]1[C:9]2[C:4](=[CH:5][C:6]([O:10][C:11]3[CH:18]=[CH:17][C:14]([CH2:15][NH2:16])=[CH:13][CH:12]=3)=[CH:7][CH:8]=2)[CH2:3][CH2:2]1, predict the reactants needed to synthesize it. The reactants are: [CH2:1]1[C:9]2[C:4](=[CH:5][C:6]([O:10][C:11]3[CH:18]=[CH:17][C:14]([C:15]#[N:16])=[CH:13][CH:12]=3)=[CH:7][CH:8]=2)[CH2:3][CH2:2]1.C1COCC1.[H-].[Al+3].[Li+].[H-].[H-].[H-].[OH-].[Na+].